From a dataset of Full USPTO retrosynthesis dataset with 1.9M reactions from patents (1976-2016). Predict the reactants needed to synthesize the given product. (1) Given the product [OH:5][C:4]([C:7]([F:9])([F:8])[F:10])([CH2:3][C:2]([CH3:1])([C:12]1[CH:17]=[CH:16][CH:15]=[C:14]([C:18]2([CH3:23])[O:22][CH2:21][CH2:20][O:19]2)[CH:13]=1)[CH3:11])[CH2:6][N:28]1[C:29]2[C:34](=[CH:33][CH:32]=[CH:31][CH:30]=2)[C:25](=[O:24])[CH:26]=[CH:27]1, predict the reactants needed to synthesize it. The reactants are: [CH3:1][C:2]([C:12]1[CH:13]=[C:14]([C:18]2([CH3:23])[O:22][CH2:21][CH2:20][O:19]2)[CH:15]=[CH:16][CH:17]=1)([CH3:11])[CH2:3][C:4]1([C:7]([F:10])([F:9])[F:8])[CH2:6][O:5]1.[OH:24][C:25]1[C:34]2[C:29](=[CH:30][CH:31]=[CH:32][CH:33]=2)[N:28]=[CH:27][CH:26]=1.[O-]CC.[Na+]. (2) Given the product [CH3:30][S:31]([N:34]1[CH2:39][CH2:38][N:37]([CH:2]([C:23]2[CH:28]=[CH:27][CH:26]=[CH:25][CH:24]=2)[CH2:3][CH2:4][N:5]2[CH2:10][CH2:9][CH:8]([CH2:11][CH2:12][S:13]([C:16]3[CH:21]=[CH:20][C:19]([F:22])=[CH:18][CH:17]=3)(=[O:15])=[O:14])[CH2:7][CH2:6]2)[CH2:36][CH2:35]1)(=[O:33])=[O:32], predict the reactants needed to synthesize it. The reactants are: Cl[CH:2]([C:23]1[CH:28]=[CH:27][CH:26]=[CH:25][CH:24]=1)[CH2:3][CH2:4][N:5]1[CH2:10][CH2:9][CH:8]([CH2:11][CH2:12][S:13]([C:16]2[CH:21]=[CH:20][C:19]([F:22])=[CH:18][CH:17]=2)(=[O:15])=[O:14])[CH2:7][CH2:6]1.Cl.[CH3:30][S:31]([N:34]1[CH2:39][CH2:38][NH:37][CH2:36][CH2:35]1)(=[O:33])=[O:32].S(C1C=CC(C)=CC=1)([O-])(=O)=O.S([O-])(=O)(=O)C.[O-]S(C(F)(F)F)(=O)=O.C(=O)([O-])[O-].[K+].[K+]. (3) Given the product [CH2:26]([O:28][C:29](=[O:49])[CH2:30][C:31]1([C:34]2[CH:39]=[CH:38][C:37]([C:2]3[CH:7]=[CH:6][C:5]([C:8]4[O:12][N:11]=[C:10]([CH3:13])[C:9]=4[CH:14]([OH:25])[CH2:15][CH2:16][C:17]4[CH:22]=[CH:21][C:20]([O:23][CH3:24])=[CH:19][CH:18]=4)=[CH:4][CH:3]=3)=[CH:36][CH:35]=2)[CH2:33][CH2:32]1)[CH3:27], predict the reactants needed to synthesize it. The reactants are: Br[C:2]1[CH:7]=[CH:6][C:5]([C:8]2[O:12][N:11]=[C:10]([CH3:13])[C:9]=2[CH:14]([OH:25])[CH2:15][CH2:16][C:17]2[CH:22]=[CH:21][C:20]([O:23][CH3:24])=[CH:19][CH:18]=2)=[CH:4][CH:3]=1.[CH2:26]([O:28][C:29](=[O:49])[CH2:30][C:31]1([C:34]2[CH:39]=[CH:38][C:37](B3OC(C)(C)C(C)(C)O3)=[CH:36][CH:35]=2)[CH2:33][CH2:32]1)[CH3:27]. (4) Given the product [CH3:1][C:2]1[C:10]2[NH:9][C:8](=[O:11])[N:7]([CH2:16][C:17]([O:19][C:20]([CH3:23])([CH3:22])[CH3:21])=[O:18])[C:6]=2[CH:5]=[C:4]([CH3:12])[CH:3]=1, predict the reactants needed to synthesize it. The reactants are: [CH3:1][C:2]1[C:10]2[NH:9][C:8](=[O:11])[NH:7][C:6]=2[CH:5]=[C:4]([CH3:12])[CH:3]=1.[H-].[Na+].Br[CH2:16][C:17]([O:19][C:20]([CH3:23])([CH3:22])[CH3:21])=[O:18]. (5) Given the product [Cl:15][Si:16]([Cl:18])([Cl:17])[CH2:3][CH2:2][CH2:1][C:4]1[S:8][C:7]([C:9]2[S:10][C:11]([CH3:14])=[CH:12][CH:13]=2)=[CH:6][CH:5]=1, predict the reactants needed to synthesize it. The reactants are: [CH2:1]([C:4]1[S:8][C:7]([C:9]2[S:10][C:11]([CH3:14])=[CH:12][CH:13]=2)=[CH:6][CH:5]=1)[CH:2]=[CH2:3].[Cl:15][SiH:16]([Cl:18])[Cl:17]. (6) The reactants are: [C:1]([NH:8][CH2:9][CH2:10][OH:11])([O:3][C:4]([CH3:7])([CH3:6])[CH3:5])=[O:2].C(N(CC)CC)C.[CH3:19][S:20](Cl)(=[O:22])=[O:21]. Given the product [C:4]([O:3][C:1]([NH:8][CH2:9][CH2:10][O:11][S:20]([CH3:19])(=[O:22])=[O:21])=[O:2])([CH3:5])([CH3:6])[CH3:7], predict the reactants needed to synthesize it. (7) The reactants are: C([O-])(=[O:3])C.[K+].Cl[C:7]1[N:12]=[N:11][C:10]([N:13]2[CH2:18][CH2:17][CH:16]([N:19]3[CH2:25][CH2:24][C:23]4[CH:26]=[C:27]([O:30][CH3:31])[CH:28]=[CH:29][C:22]=4[NH:21][C:20]3=[O:32])[CH2:15][CH2:14]2)=[CH:9][C:8]=1[C:33]([C:35]1[CH:45]=[C:44]([CH3:46])[C:38]2[N:39]([CH3:43])[C:40](=[O:42])[O:41][C:37]=2[CH:36]=1)=[O:34]. Given the product [CH3:43][N:39]1[C:38]2[C:44]([CH3:46])=[CH:45][C:35]([C:33]([C:8]3[C:7](=[O:3])[NH:12][N:11]=[C:10]([N:13]4[CH2:14][CH2:15][CH:16]([N:19]5[CH2:25][CH2:24][C:23]6[CH:26]=[C:27]([O:30][CH3:31])[CH:28]=[CH:29][C:22]=6[NH:21][C:20]5=[O:32])[CH2:17][CH2:18]4)[CH:9]=3)=[O:34])=[CH:36][C:37]=2[O:41][C:40]1=[O:42], predict the reactants needed to synthesize it.